This data is from Reaction yield outcomes from USPTO patents with 853,638 reactions. The task is: Predict the reaction yield, written as a fraction of the theoretical maximum amount of product (1.0 means a 100% yield; for example, 0.34 means a 34% yield). (1) The reactants are [C:1]([O:5][C:6](=[O:19])[NH:7][CH2:8][CH2:9][CH2:10][CH2:11][C:12]1[CH:17]=[CH:16][C:15]([OH:18])=[CH:14][CH:13]=1)([CH3:4])([CH3:3])[CH3:2].C(=O)([O-])[O-].[K+].[K+].[I-].[Na+].Br[CH2:29][C:30]([O:32][CH3:33])=[O:31]. The catalyst is CN(C=O)C.C(OCC)(=O)C. The product is [CH3:33][O:32][C:30](=[O:31])[CH2:29][O:18][C:15]1[CH:14]=[CH:13][C:12]([CH2:11][CH2:10][CH2:9][CH2:8][NH:7][C:6]([O:5][C:1]([CH3:4])([CH3:2])[CH3:3])=[O:19])=[CH:17][CH:16]=1. The yield is 1.00. (2) The reactants are [F:1][C:2]([F:13])([F:12])[O:3][C:4]1[CH:11]=[CH:10][C:7]([CH:8]=O)=[CH:6][CH:5]=1.[NH2:14][C:15]1[CH:20]=[N:19][C:18]([CH3:21])=[CH:17][N:16]=1.C([O:24][C:25](=O)[C:26]([OH:39])=[CH:27][C:28]([C:30]1[CH:35]=[CH:34][C:33]([CH:36]([CH3:38])[CH3:37])=[CH:32][CH:31]=1)=[O:29])C. No catalyst specified. The product is [OH:39][C:26]1[C:25](=[O:24])[N:14]([C:15]2[CH:20]=[N:19][C:18]([CH3:21])=[CH:17][N:16]=2)[CH:8]([C:7]2[CH:10]=[CH:11][C:4]([O:3][C:2]([F:13])([F:12])[F:1])=[CH:5][CH:6]=2)[C:27]=1[C:28](=[O:29])[C:30]1[CH:35]=[CH:34][C:33]([CH:36]([CH3:38])[CH3:37])=[CH:32][CH:31]=1. The yield is 0.170. (3) The reactants are [CH2:1]([C:4]1[CH:13]=[CH:12][C:7]2[N:8]=[C:9](N)[S:10][C:6]=2[CH:5]=1)[CH2:2][CH3:3].C([CH2:16][O:17][C:18]1[C:19]([F:28])=[C:20]([C:25]([NH2:27])=[O:26])[C:21]([F:24])=[CH:22][CH:23]=1)#N. No catalyst specified. The product is [F:28][C:19]1[C:18]([O:17][CH2:16][C:9]2[S:10][C:6]3[CH:5]=[C:4]([CH2:1][CH2:2][CH3:3])[CH:13]=[CH:12][C:7]=3[N:8]=2)=[CH:23][CH:22]=[C:21]([F:24])[C:20]=1[C:25]([NH2:27])=[O:26]. The yield is 0.180. (4) The reactants are [CH2:1]([CH:8]1[CH2:13][CH2:12][N:11]([C:14](=[O:18])[C:15](O)=[O:16])[CH2:10][CH2:9]1)[C:2]1[CH:7]=[CH:6][CH:5]=[CH:4][CH:3]=1.[Cl-:19]. No catalyst specified. The product is [CH2:1]([CH:8]1[CH2:13][CH2:12][N:11]([C:14](=[O:18])[C:15]([Cl:19])=[O:16])[CH2:10][CH2:9]1)[C:2]1[CH:7]=[CH:6][CH:5]=[CH:4][CH:3]=1. The yield is 0.995.